From a dataset of NCI-60 drug combinations with 297,098 pairs across 59 cell lines. Regression. Given two drug SMILES strings and cell line genomic features, predict the synergy score measuring deviation from expected non-interaction effect. Drug 1: C1C(C(OC1N2C=NC3=C2NC=NCC3O)CO)O. Drug 2: C(CCl)NC(=O)N(CCCl)N=O. Cell line: NCI-H460. Synergy scores: CSS=-0.316, Synergy_ZIP=-0.349, Synergy_Bliss=-1.88, Synergy_Loewe=-4.04, Synergy_HSA=-4.18.